From a dataset of Forward reaction prediction with 1.9M reactions from USPTO patents (1976-2016). Predict the product of the given reaction. (1) Given the reactants FC(F)(F)C1C=C(C=CC=1)C([O:8][CH:9]([CH2:14][N:15]([C:28]1[CH:33]=[CH:32][CH:31]=[C:30]([F:34])[CH:29]=1)[C:16](=[O:27])[C:17]1[CH:22]=[CH:21][CH:20]=[C:19]([C:23]([F:26])([F:25])[F:24])[CH:18]=1)[C:10]([F:13])([F:12])[F:11])=O.N, predict the reaction product. The product is: [F:34][C:30]1[CH:29]=[C:28]([N:15]([CH2:14][CH:9]([OH:8])[C:10]([F:11])([F:12])[F:13])[C:16](=[O:27])[C:17]2[CH:22]=[CH:21][CH:20]=[C:19]([C:23]([F:26])([F:25])[F:24])[CH:18]=2)[CH:33]=[CH:32][CH:31]=1. (2) Given the reactants P12(SP3(SP(SP(S3)(S1)=S)(=S)S2)=S)=[S:2].CN1CCN(S([C:25]2[CH:26]=[CH:27][C:28]([O:45][CH2:46][CH2:47][CH3:48])=[C:29]([C:31]3[NH:39][C:38]4[C:37](=O)[NH:36][C:35](=[O:41])[N:34]([CH2:42][CH2:43][CH3:44])[C:33]=4[N:32]=3)[CH:30]=2)(=O)=O)CC1, predict the reaction product. The product is: [CH2:46]([O:45][C:28]1[CH:27]=[CH:26][CH:25]=[CH:30][C:29]=1[C:31]1[NH:39][C:38]2[C:37]([SH:2])=[N:36][C:35](=[O:41])[N:34]([CH2:42][CH2:43][CH3:44])[C:33]=2[N:32]=1)[CH2:47][CH3:48]. (3) Given the reactants Br[C:2]1[CH:3]=[CH:4][C:5]([N+:24]([O-:26])=[O:25])=[C:6]([NH:8][CH:9]2[CH2:14][CH2:13][N:12]([C@H:15]3[CH2:20][CH2:19][C@H:18]([O:21][CH2:22][CH3:23])[CH2:17][CH2:16]3)[CH2:11][CH2:10]2)[CH:7]=1.[CH2:27](C([Sn])=C(CCCC)CCCC)[CH2:28]CC.C1(P(C2C=CC=CC=2)C2C=CC=CC=2)C=CC=CC=1, predict the reaction product. The product is: [CH:27]([C:2]1[CH:3]=[CH:4][C:5]([N+:24]([O-:26])=[O:25])=[C:6]([NH:8][CH:9]2[CH2:10][CH2:11][N:12]([C@H:15]3[CH2:16][CH2:17][C@H:18]([O:21][CH2:22][CH3:23])[CH2:19][CH2:20]3)[CH2:13][CH2:14]2)[CH:7]=1)=[CH2:28].